This data is from Forward reaction prediction with 1.9M reactions from USPTO patents (1976-2016). The task is: Predict the product of the given reaction. (1) The product is: [O:1]=[C:2]1[N:6]([C@@H:7]([C:9]2[CH:14]=[CH:13][CH:12]=[CH:11][CH:10]=2)[CH3:8])[CH2:5][C@H:4]([C:15]([NH2:21])=[O:17])[CH2:3]1. Given the reactants [O:1]=[C:2]1[N:6]([C@@H:7]([C:9]2[CH:14]=[CH:13][CH:12]=[CH:11][CH:10]=2)[CH3:8])[CH2:5][C@H:4]([C:15]([OH:17])=O)[CH2:3]1.C(C1NC=CN=1)(C1[NH:21]C=CN=1)=O.N.C1COCC1, predict the reaction product. (2) The product is: [OH:2][C:3]1[CH:16]=[C:15]2[C:6]([N:7]3[C:12]([CH2:13][O:14]2)=[N:11][NH:10][C:9](=[O:17])[CH:8]3[CH3:18])=[CH:5][C:4]=1[N+:19]([O-:21])=[O:20]. Given the reactants C[O:2][C:3]1[CH:16]=[C:15]2[C:6]([N:7]3[C:12]([CH2:13][O:14]2)=[N:11][NH:10][C:9](=[O:17])[CH:8]3[CH3:18])=[CH:5][C:4]=1[N+:19]([O-:21])=[O:20].NC1C=CC(OC)=CC=1O.[Cl-].[Li+], predict the reaction product.